Dataset: Catalyst prediction with 721,799 reactions and 888 catalyst types from USPTO. Task: Predict which catalyst facilitates the given reaction. (1) Reactant: C1(NC2CCCCC2)CCCCC1.[C:14]([O:18][C:19]([NH:21][C@H:22]([CH2:26][CH:27]=[CH2:28])[C:23]([OH:25])=O)=[O:20])([CH3:17])([CH3:16])[CH3:15].[CH3:29][NH:30][C@H:31]([CH3:40])[C@@H:32]([C:34]1[CH:39]=[CH:38][CH:37]=[CH:36][CH:35]=1)[OH:33]. Product: [OH:33][C@H:32]([C:34]1[CH:39]=[CH:38][CH:37]=[CH:36][CH:35]=1)[C@H:31]([N:30]([CH3:29])[C:23](=[O:25])[C@H:22]([NH:21][C:19](=[O:20])[O:18][C:14]([CH3:15])([CH3:16])[CH3:17])[CH2:26][CH:27]=[CH2:28])[CH3:40]. The catalyst class is: 2. (2) Reactant: [CH2:1]([C:3]1[C:4]([CH:23]([O:43][CH3:44])[C:24]2[N:28](COCC[Si](C)(C)C)[C:27]3[CH:37]=[CH:38][C:39]([C:41]#[N:42])=[CH:40][C:26]=3[N:25]=2)=[C:5]2[C:9](=[C:10]([CH3:12])[CH:11]=1)[N:8]([S:13]([C:16]1[CH:22]=[CH:21][C:19]([CH3:20])=[CH:18][CH:17]=1)(=[O:15])=[O:14])[CH:7]=[CH:6]2)[CH3:2].C(C1C(C(OC)C2N(COCC[Si](C)(C)C)C3C=C(C#N)C=CC=3N=2)=C2C(=C(C)C=1)N(S(C1C=CC(C)=CC=1)(=O)=O)C=C2)C.CC#N.C([O-])(O)=O.[Na+]. Product: [CH2:1]([C:3]1[C:4]([CH:23]([O:43][CH3:44])[C:24]2[NH:28][C:27]3[CH:37]=[CH:38][C:39]([C:41]#[N:42])=[CH:40][C:26]=3[N:25]=2)=[C:5]2[C:9](=[C:10]([CH3:12])[CH:11]=1)[N:8]([S:13]([C:16]1[CH:22]=[CH:21][C:19]([CH3:20])=[CH:18][CH:17]=1)(=[O:14])=[O:15])[CH:7]=[CH:6]2)[CH3:2]. The catalyst class is: 6. (3) Reactant: I[C:2]1[C:3]([NH:13][C@H:14]2[CH2:19][CH2:18][C@H:17]([NH:20][C:21](=[O:27])[O:22][C:23]([CH3:26])([CH3:25])[CH3:24])[CH2:16][CH2:15]2)=[N:4][C:5]([O:10][CH2:11][CH3:12])=[C:6]([C:8]#[N:9])[CH:7]=1.[CH3:28]B1OB(C)OB(C)O1.C(=O)([O-])[O-].[K+].[K+]. Product: [C:8]([C:6]1[CH:7]=[C:2]([CH3:28])[C:3]([NH:13][C@H:14]2[CH2:19][CH2:18][C@H:17]([NH:20][C:21](=[O:27])[O:22][C:23]([CH3:26])([CH3:25])[CH3:24])[CH2:16][CH2:15]2)=[N:4][C:5]=1[O:10][CH2:11][CH3:12])#[N:9]. The catalyst class is: 12. (4) Reactant: CC1(C)[O:9][C:8](=[O:10])[C:5]2([CH2:7][CH2:6]2)[C:4](=[O:11])O1.[CH3:13][O:14][C:15]1[CH:21]=[CH:20][CH:19]=[CH:18][C:16]=1[NH2:17]. The catalyst class is: 8. Product: [CH3:13][O:14][C:15]1[CH:21]=[CH:20][CH:19]=[CH:18][C:16]=1[N:17]1[CH2:6][CH2:7][CH:5]([C:8]([OH:9])=[O:10])[C:4]1=[O:11].